This data is from Forward reaction prediction with 1.9M reactions from USPTO patents (1976-2016). The task is: Predict the product of the given reaction. (1) Given the reactants [Cl:1][C:2]1[CH:7]=[CH:6][CH:5]=[C:4]([Cl:8])[C:3]=1[NH:9][C:10]1[NH:11][C:12]2[C:18]3[CH2:19][C:20]([CH3:23])([CH3:22])[O:21][C:17]=3[C:16]([C:24]([O:26]C)=O)=[CH:15][C:13]=2[N:14]=1.[F:28][C:29]1[CH:35]=[C:34]([F:36])[C:33]([F:37])=[CH:32][C:30]=1[NH2:31].C[Al](C)C, predict the reaction product. The product is: [Cl:8][C:4]1[CH:5]=[CH:6][CH:7]=[C:2]([Cl:1])[C:3]=1[NH:9][C:10]1[NH:11][C:12]2[C:18]3[CH2:19][C:20]([CH3:22])([CH3:23])[O:21][C:17]=3[C:16]([C:24]([NH:31][C:30]3[CH:32]=[C:33]([F:37])[C:34]([F:36])=[CH:35][C:29]=3[F:28])=[O:26])=[CH:15][C:13]=2[N:14]=1. (2) Given the reactants [F:1][C:2]1[C:3]([NH:16][C:17]2[CH:22]=[CH:21][C:20]([I:23])=[CH:19][C:18]=2[F:24])=[C:4]([C:9]([N:11]2[CH2:14][CH:13]([NH2:15])[CH2:12]2)=[O:10])[CH:5]=[CH:6][C:7]=1[F:8].C1CN([P+](ON2N=NC3C=CC=CC2=3)(N2CCCC2)N2CCCC2)CC1.F[P-](F)(F)(F)(F)F.C(N(CC)C(C)C)(C)C.[Br:67][CH2:68][C:69](O)=[O:70], predict the reaction product. The product is: [Br:67][CH2:68][C:69]([NH:15][CH:13]1[CH2:14][N:11]([C:9]([C:4]2[CH:5]=[CH:6][C:7]([F:8])=[C:2]([F:1])[C:3]=2[NH:16][C:17]2[CH:22]=[CH:21][C:20]([I:23])=[CH:19][C:18]=2[F:24])=[O:10])[CH2:12]1)=[O:70].